Task: Predict the reactants needed to synthesize the given product.. Dataset: Full USPTO retrosynthesis dataset with 1.9M reactions from patents (1976-2016) (1) Given the product [Cl:33][C:13]1[C:14]([NH:18][C:19](=[O:32])[CH2:20][C:21]2[CH:26]=[CH:25][C:24]([F:27])=[C:23]([C:28]([F:30])([F:31])[F:29])[CH:22]=2)=[C:15]2[C:10](=[CH:11][CH:12]=1)[C:9](=[O:34])[N:8]([C@H:6]([CH3:7])[CH2:5][OH:4])[CH:17]=[CH:16]2, predict the reactants needed to synthesize it. The reactants are: C([O:4][CH2:5][C@H:6]([N:8]1[CH:17]=[CH:16][C:15]2[C:10](=[CH:11][CH:12]=[C:13]([Cl:33])[C:14]=2[NH:18][C:19](=[O:32])[CH2:20][C:21]2[CH:26]=[CH:25][C:24]([F:27])=[C:23]([C:28]([F:31])([F:30])[F:29])[CH:22]=2)[C:9]1=[O:34])[CH3:7])(=O)C.C(=O)([O-])[O-].[K+].[K+].CO. (2) Given the product [CH3:14][O:13]/[N:15]=[C:7]1\[CH2:6][CH2:5][C:4]2[C:8]\1=[CH:9][CH:10]=[C:2]([Br:1])[CH:3]=2, predict the reactants needed to synthesize it. The reactants are: [Br:1][C:2]1[CH:3]=[C:4]2[C:8](=[CH:9][CH:10]=1)[C:7](=O)[CH2:6][CH2:5]2.Cl.[O:13]([NH2:15])[CH3:14].N1C=CC=CC=1. (3) Given the product [C:27]([O:26][C:24](=[O:25])[C:23]([S:22][C:19]1[S:20][CH:21]=[C:17]([CH2:16][CH2:15][O:14][C:11]2[CH:12]=[CH:13][C:8]([C:5]3[CH:6]=[CH:7][C:2]([F:1])=[CH:3][CH:4]=3)=[CH:9][C:10]=2[C:33]([N:36]2[CH2:41][CH2:40][O:39][CH2:38][CH2:37]2)=[O:35])[N:18]=1)([CH3:31])[CH3:32])([CH3:28])([CH3:30])[CH3:29], predict the reactants needed to synthesize it. The reactants are: [F:1][C:2]1[CH:7]=[CH:6][C:5]([C:8]2[CH:13]=[CH:12][C:11]([O:14][CH2:15][CH2:16][C:17]3[N:18]=[C:19]([S:22][C:23]([CH3:32])([CH3:31])[C:24]([O:26][C:27]([CH3:30])([CH3:29])[CH3:28])=[O:25])[S:20][CH:21]=3)=[C:10]([C:33]([OH:35])=O)[CH:9]=2)=[CH:4][CH:3]=1.[NH:36]1[CH2:41][CH2:40][O:39][CH2:38][CH2:37]1.CN(C)CCCN=C=NCC.ON1C2C=CC=CC=2N=N1.